Dataset: Merck oncology drug combination screen with 23,052 pairs across 39 cell lines. Task: Regression. Given two drug SMILES strings and cell line genomic features, predict the synergy score measuring deviation from expected non-interaction effect. (1) Drug 1: O=C(CCCCCCC(=O)Nc1ccccc1)NO. Drug 2: CCc1c2c(nc3ccc(O)cc13)-c1cc3c(c(=O)n1C2)COC(=O)C3(O)CC. Cell line: SKMEL30. Synergy scores: synergy=-3.42. (2) Drug 1: O=C(CCCCCCC(=O)Nc1ccccc1)NO. Drug 2: Cn1nnc2c(C(N)=O)ncn2c1=O. Cell line: LNCAP. Synergy scores: synergy=50.7. (3) Drug 1: CN(Cc1cnc2nc(N)nc(N)c2n1)c1ccc(C(=O)NC(CCC(=O)O)C(=O)O)cc1. Drug 2: NC(=O)c1cccc2cn(-c3ccc(C4CCCNC4)cc3)nc12. Cell line: NCIH460. Synergy scores: synergy=-15.4. (4) Drug 1: N#Cc1ccc(Cn2cncc2CN2CCN(c3cccc(Cl)c3)C(=O)C2)cc1. Drug 2: O=C(NOCC(O)CO)c1ccc(F)c(F)c1Nc1ccc(I)cc1F. Cell line: DLD1. Synergy scores: synergy=14.6.